Task: Predict the product of the given reaction.. Dataset: Forward reaction prediction with 1.9M reactions from USPTO patents (1976-2016) (1) Given the reactants BrC1C(N2CCN(C(NC3C=CC=CC=3)=O)CC2)=C2N=C(C3C=CC(N(C)C)=CC=3)NC2=NC=1.[Br:35][C:36]1[C:37]([N:46]2[CH2:51][CH2:50][N:49]([CH2:52][C:53]3[CH:54]=[N:55][CH:56]=[N:57][CH:58]=3)[CH2:48][CH2:47]2)=[C:38]([N+:43]([O-])=O)[C:39]([NH2:42])=[N:40][CH:41]=1.[O-]S(S([O-])=O)=O.[Na+].[Na+].[N:67]1([C:73]2[CH:80]=[CH:79][C:76]([CH:77]=O)=[CH:75][CH:74]=2)[CH2:72][CH2:71][O:70][CH2:69][CH2:68]1, predict the reaction product. The product is: [Br:35][C:36]1[C:37]([N:46]2[CH2:51][CH2:50][N:49]([CH2:52][C:53]3[CH:54]=[N:55][CH:56]=[N:57][CH:58]=3)[CH2:48][CH2:47]2)=[C:38]2[N:43]=[C:77]([C:76]3[CH:75]=[CH:74][C:73]([N:67]4[CH2:72][CH2:71][O:70][CH2:69][CH2:68]4)=[CH:80][CH:79]=3)[NH:42][C:39]2=[N:40][CH:41]=1. (2) The product is: [Cl:4][C:5]1[CH:10]=[C:9]([Cl:11])[CH:8]=[CH:7][C:6]=1[C:12](=[N:15][OH:16])[C:13]#[N:14]. Given the reactants C[O-].[Na+].[Cl:4][C:5]1[CH:10]=[C:9]([Cl:11])[CH:8]=[CH:7][C:6]=1[CH2:12][C:13]#[N:14].[N:15](OCCC(C)C)=[O:16], predict the reaction product. (3) Given the reactants [F:1][C:2]1[CH:3]=[C:4]([C:8]2[CH:17]=[N:16][C:15]3[C:10](=[CH:11][CH:12]=[C:13]([OH:27])[C:14]=3[C:18]([NH:20][CH2:21][C:22]([O:24]CC)=[O:23])=[O:19])[N:9]=2)[CH:5]=[CH:6][CH:7]=1.[OH-].[Na+].CO, predict the reaction product. The product is: [F:1][C:2]1[CH:3]=[C:4]([C:8]2[CH:17]=[N:16][C:15]3[C:10](=[CH:11][CH:12]=[C:13]([OH:27])[C:14]=3[C:18]([NH:20][CH2:21][C:22]([OH:24])=[O:23])=[O:19])[N:9]=2)[CH:5]=[CH:6][CH:7]=1. (4) Given the reactants N[CH2:2][CH2:3][O:4][CH2:5][CH2:6][O:7][CH2:8][CH2:9][O:10][CH2:11][CH2:12][N:13]([O:16][C:17]([CH3:20])([CH3:19])[CH3:18])[CH:14]=[O:15].[C:21]1([CH3:31])[CH:26]=[CH:25][C:24]([S:27](Cl)(=[O:29])=[O:28])=[CH:23][CH:22]=1.CC[O:34]CC, predict the reaction product. The product is: [C:17]([O:16][N:13]([CH2:12][CH2:11][O:10][CH2:9][CH2:8][O:7][CH2:6][CH2:5][O:4][CH2:3][CH2:2][O:28][S:27]([C:24]1[CH:25]=[CH:26][C:21]([CH3:31])=[CH:22][CH:23]=1)(=[O:34])=[O:29])[CH:14]=[O:15])([CH3:20])([CH3:19])[CH3:18]. (5) Given the reactants [C:1]([N:20]1[CH2:25][CH2:24][C:23]2[CH:26]=[CH:27][S:28][C:22]=2[CH2:21]1)([C:14]1[CH:19]=[CH:18][CH:17]=[CH:16][CH:15]=1)([C:8]1[CH:13]=[CH:12][CH:11]=[CH:10][CH:9]=1)[C:2]1[CH:7]=[CH:6][CH:5]=[CH:4][CH:3]=1.C([Li])CCC.B(OCCCC)(OCCCC)[O:35]CCCC.OO, predict the reaction product. The product is: [C:1]([N:20]1[CH2:25][CH2:24][C:23]2=[CH:26][C:27](=[O:35])[S:28][CH:22]2[CH2:21]1)([C:14]1[CH:19]=[CH:18][CH:17]=[CH:16][CH:15]=1)([C:2]1[CH:7]=[CH:6][CH:5]=[CH:4][CH:3]=1)[C:8]1[CH:13]=[CH:12][CH:11]=[CH:10][CH:9]=1. (6) Given the reactants [CH2:1]([O:8][C:9]([N:11]1[CH2:16][CH2:15][CH:14]([CH:17]([N:23]2[CH2:28][CH2:27][N:26](C(OC(C)(C)C)=O)[CH2:25][C:24]2=[O:36])[CH2:18][C:19]([O:21][CH3:22])=[O:20])[CH2:13][CH2:12]1)=[O:10])[C:2]1[CH:7]=[CH:6][CH:5]=[CH:4][CH:3]=1.Cl, predict the reaction product. The product is: [CH2:1]([O:8][C:9]([N:11]1[CH2:16][CH2:15][CH:14]([CH:17]([N:23]2[CH2:28][CH2:27][NH:26][CH2:25][C:24]2=[O:36])[CH2:18][C:19]([O:21][CH3:22])=[O:20])[CH2:13][CH2:12]1)=[O:10])[C:2]1[CH:7]=[CH:6][CH:5]=[CH:4][CH:3]=1. (7) The product is: [C:1]1([C:7]2[CH:16]=[C:15]3[C:10]([CH2:11][CH2:12][CH2:13][NH:14]3)=[N:9][CH:8]=2)[CH:2]=[CH:3][CH:4]=[CH:5][CH:6]=1. Given the reactants [C:1]1([C:7]2[CH:16]=[C:15]3[C:10]([CH:11]=[CH:12][CH:13]=[N:14]3)=[N:9][CH:8]=2)[CH:6]=[CH:5][CH:4]=[CH:3][CH:2]=1, predict the reaction product. (8) Given the reactants Cl[CH2:2][C@@:3]([C:8]1[CH:13]=[CH:12][C:11]([F:14])=[CH:10][C:9]=1[F:15])([OH:7])[C@H:4]([OH:6])[CH3:5].[OH-].[Na+].O.C(#N)C, predict the reaction product. The product is: [O:7]1[C:3]([C:8]2[CH:13]=[CH:12][C:11]([F:14])=[CH:10][C:9]=2[F:15])([CH:4]([OH:6])[CH3:5])[CH2:2]1. (9) Given the reactants [CH3:1][N:2]1[CH2:7][CH2:6][N:5]([S:8]([C:11]2[CH:12]=[C:13]3[C:17](=[CH:18][CH:19]=2)[NH:16][CH:15]=[CH:14]3)(=[O:10])=[O:9])[CH2:4][CH2:3]1.[C:20](O[C:20]([O:22][C:23]([CH3:26])([CH3:25])[CH3:24])=[O:21])([O:22][C:23]([CH3:26])([CH3:25])[CH3:24])=[O:21], predict the reaction product. The product is: [CH3:1][N:2]1[CH2:7][CH2:6][N:5]([S:8]([C:11]2[CH:12]=[C:13]3[C:17](=[CH:18][CH:19]=2)[N:16]([C:20]([O:22][C:23]([CH3:26])([CH3:25])[CH3:24])=[O:21])[CH:15]=[CH:14]3)(=[O:10])=[O:9])[CH2:4][CH2:3]1. (10) Given the reactants [CH3:1][P:2]([CH2:5][C:6]1[CH:7]=[C:8]([N:12]2[C:16](C(O)=O)=[CH:15][C:14]([CH:20]([CH3:22])[CH3:21])=[N:13]2)[CH:9]=[CH:10][CH:11]=1)([CH3:4])=[O:3].C([N:25]([CH2:28]C)CC)C.C1C=CC(P(N=[N+]=[N-])(C2C=CC=CC=2)=[O:37])=CC=1.[Cl:47][C:48]1[N:53]=[C:52]([O:54][C:55]2[C:64]3[C:59](=[CH:60][CH:61]=[CH:62][CH:63]=3)[C:58]([NH2:65])=[CH:57][CH:56]=2)[CH:51]=[CH:50][N:49]=1, predict the reaction product. The product is: [Cl:47][C:48]1[N:53]=[C:52]([O:54][C:55]2[C:64]3[C:59](=[CH:60][CH:61]=[CH:62][CH:63]=3)[C:58]([NH:65][C:28]([NH:25][C:16]3[N:12]([C:8]4[CH:9]=[CH:10][CH:11]=[C:6]([CH2:5][P:2]([CH3:1])([CH3:4])=[O:3])[CH:7]=4)[N:13]=[C:14]([CH:20]([CH3:21])[CH3:22])[CH:15]=3)=[O:37])=[CH:57][CH:56]=2)[CH:51]=[CH:50][N:49]=1.